Dataset: Forward reaction prediction with 1.9M reactions from USPTO patents (1976-2016). Task: Predict the product of the given reaction. (1) Given the reactants [Cl:1][C:2]1[N:10]=[C:9]2[C:5]([N:6]([CH2:11][C:12]3[CH:17]=[CH:16][C:15]([C:18]([F:21])([F:20])[F:19])=[CH:14][CH:13]=3)[CH:7]=[N:8]2)=[C:4](Cl)[N:3]=1.Cl.[CH:24]1([CH:28]([NH2:32])[CH2:29][CH:30]=[CH2:31])[CH2:27][CH2:26][CH2:25]1.C(=O)(O)[O-].[Na+], predict the reaction product. The product is: [Cl:1][C:2]1[N:10]=[C:9]2[C:5]([N:6]([CH2:11][C:12]3[CH:17]=[CH:16][C:15]([C:18]([F:21])([F:20])[F:19])=[CH:14][CH:13]=3)[CH:7]=[N:8]2)=[C:4]([NH:32][C@@H:28]([CH:24]2[CH2:27][CH2:26][CH2:25]2)[CH2:29][CH:30]=[CH2:31])[N:3]=1. (2) Given the reactants [Cl:1][C:2]1[N:11]=[C:10]([N:12]2[CH2:16][CH2:15][C@H:14]([N:17]([CH3:25])C(=O)OC(C)(C)C)[CH2:13]2)[C:9]2[CH2:8][CH2:7][CH2:6][CH2:5][C:4]=2[N:3]=1.[F:26][C:27]([F:37])([F:36])[C:28]1[CH:29]=[C:30]([NH2:35])[CH:31]=[C:32]([NH2:34])[CH:33]=1, predict the reaction product. The product is: [ClH:1].[ClH:1].[CH3:25][NH:17][C@H:14]1[CH2:15][CH2:16][N:12]([C:10]2[C:9]3[CH2:8][CH2:7][CH2:6][CH2:5][C:4]=3[N:3]=[C:2]([NH:34][C:32]3[CH:33]=[C:28]([C:27]([F:26])([F:36])[F:37])[CH:29]=[C:30]([NH2:35])[CH:31]=3)[N:11]=2)[CH2:13]1. (3) Given the reactants C([O:8][C:9]1[CH:10]=[N:11][CH:12]=[CH:13][C:14]=1[C:15]1[N:27]([CH3:28])[C:18]2=[N:19][CH:20]=[C:21]([C:23]([F:26])([F:25])[F:24])[CH:22]=[C:17]2[N:16]=1)C1C=CC=CC=1, predict the reaction product. The product is: [CH3:28][N:27]1[C:18]2=[N:19][CH:20]=[C:21]([C:23]([F:26])([F:24])[F:25])[CH:22]=[C:17]2[N:16]=[C:15]1[C:14]1[CH:13]=[CH:12][N:11]=[CH:10][C:9]=1[OH:8]. (4) Given the reactants [C:1]1([C:7]([C:21]2[CH:26]=[CH:25][CH:24]=[CH:23][CH:22]=2)([C:15]2[CH:20]=[CH:19][CH:18]=[CH:17][CH:16]=2)[N:8]2[CH2:13][CH2:12][CH:11](O)[CH2:10][CH2:9]2)[CH:6]=[CH:5][CH:4]=[CH:3][CH:2]=1.C(O)(=S)C.C(OC(OCC(C)(C)C)N(C)C)C(C)(C)C, predict the reaction product. The product is: [C:1]1([C:7]([C:21]2[CH:26]=[CH:25][CH:24]=[CH:23][CH:22]=2)([C:15]2[CH:16]=[CH:17][CH:18]=[CH:19][CH:20]=2)[N:8]2[CH2:13][CH2:12][CH2:11][CH2:10][CH2:9]2)[CH:2]=[CH:3][CH:4]=[CH:5][CH:6]=1. (5) Given the reactants [F:1][C:2]1[CH:31]=[C:30]([F:32])[CH:29]=[CH:28][C:3]=1[O:4][C:5]1[CH:10]=[CH:9][C:8]([NH:11][S:12]([CH2:15][CH3:16])(=[O:14])=[O:13])=[CH:7][C:6]=1[C:17]1[C:22]([O:23][CH2:24][CH3:25])=[CH:21][C:20](=[O:26])[N:19]([CH3:27])[CH:18]=1.[H-].[Na+].Br[CH2:36][CH:37]1[CH2:39][CH2:38]1.O, predict the reaction product. The product is: [CH:37]1([CH2:36][N:11]([C:8]2[CH:9]=[CH:10][C:5]([O:4][C:3]3[CH:28]=[CH:29][C:30]([F:32])=[CH:31][C:2]=3[F:1])=[C:6]([C:17]3[C:22]([O:23][CH2:24][CH3:25])=[CH:21][C:20](=[O:26])[N:19]([CH3:27])[CH:18]=3)[CH:7]=2)[S:12]([CH2:15][CH3:16])(=[O:13])=[O:14])[CH2:39][CH2:38]1. (6) Given the reactants [N+:1]([C:4]1[CH:9]=[CH:8][CH:7]=[CH:6][C:5]=1[C:10]1[S:11][CH:12]=[N:13][N:14]=1)([O-])=O.[Cl-].[NH4+], predict the reaction product. The product is: [S:11]1[CH:12]=[N:13][N:14]=[C:10]1[C:5]1[CH:6]=[CH:7][CH:8]=[CH:9][C:4]=1[NH2:1]. (7) The product is: [CH2:10]([C:8]1[C:7]([O:13][CH3:14])=[CH:6][C:3]2[CH2:4][O:5][C:16](=[O:18])[NH:1][C:2]=2[CH:9]=1)[CH:11]=[CH2:12]. Given the reactants [NH2:1][C:2]1[CH:9]=[C:8]([CH2:10][CH:11]=[CH2:12])[C:7]([O:13][CH3:14])=[CH:6][C:3]=1[CH2:4][OH:5].Cl[C:16](Cl)([O:18]C(=O)OC(Cl)(Cl)Cl)Cl.C(N(CC)CC)C.O.N, predict the reaction product.